Dataset: Full USPTO retrosynthesis dataset with 1.9M reactions from patents (1976-2016). Task: Predict the reactants needed to synthesize the given product. (1) Given the product [CH:7]1[CH:8]=[CH:9][C:2]2[C:3](=[C:4]3[N:24]=[C:23]4[N:22]=[C:21]([C:13]5[CH:14]=[CH:15][CH:20]=[CH:11][C:12]=54)[N:10]=[C:1]4[NH:5][C:4]([C:3]5[CH:6]=[CH:7][CH:8]=[CH:9][C:2]=54)=[N:24][C:23]4=[N:22][C:21]([C:13]5[CH:14]=[CH:15][CH:20]=[CH:11][C:12]=54)=[N:10][C:1]=2[NH:5]3)[CH:6]=1, predict the reactants needed to synthesize it. The reactants are: [C:1](#[N:10])[C:2]1[C:3](=[CH:6][CH:7]=[CH:8][CH:9]=1)[C:4]#[N:5].[CH:11]1[C:20]2[C:15](=CC=CC=2)[CH:14]=[C:13]([C:21]#[N:22])[C:12]=1[C:23]#[N:24]. (2) Given the product [Cl:1][C:2]1[CH:3]=[C:4]([C:8]2[N:9]=[C:10]([C:23]([NH:31][CH:28]3[CH2:30][CH2:29]3)=[O:24])[S:11][C:12]=2[C:13]2[CH:18]=[CH:17][C:16](=[O:19])[N:15]([CH:20]([CH3:21])[CH3:22])[N:14]=2)[CH:5]=[CH:6][CH:7]=1, predict the reactants needed to synthesize it. The reactants are: [Cl:1][C:2]1[CH:3]=[C:4]([C:8]2[N:9]=[C:10]([C:23](OCC)=[O:24])[S:11][C:12]=2[C:13]2[CH:18]=[CH:17][C:16](=[O:19])[N:15]([CH:20]([CH3:22])[CH3:21])[N:14]=2)[CH:5]=[CH:6][CH:7]=1.[CH:28]1([NH2:31])[CH2:30][CH2:29]1. (3) Given the product [CH3:20][C:17]1[CH:18]=[C:7]([OH:8])[C:14](=[CH:15][CH:16]=1)[OH:26], predict the reactants needed to synthesize it. The reactants are: C1(N(Cl)[C:7](=[O:8])N(Cl)C(=O)N1Cl)=O.F[C:14]1C=[CH:18][C:17]([CH3:20])=[C:16]([N+]([O-])=O)[CH:15]=1.CC(O)=[O:26].OS(O)(=O)=O. (4) Given the product [CH3:1][O:2][C:3]1[CH:4]=[C:5]([NH:15][C:16]2[S:17][C:28]3[CH2:29][CH2:30][CH2:31][CH:26]([C:22]4[CH:23]=[CH:24][CH:25]=[CH:20][C:21]=4[O:32][CH3:33])[C:27]=3[N:18]=2)[CH:6]=[CH:7][C:8]=1[N:9]1[CH:13]=[C:12]([CH3:14])[N:11]=[CH:10]1, predict the reactants needed to synthesize it. The reactants are: [CH3:1][O:2][C:3]1[CH:4]=[C:5]([NH:15][C:16]([NH2:18])=[S:17])[CH:6]=[CH:7][C:8]=1[N:9]1[CH:13]=[C:12]([CH3:14])[N:11]=[CH:10]1.Br[CH:20]1[CH2:25][CH2:24][CH2:23][CH:22]([C:26]2[CH:31]=[CH:30][CH:29]=[CH:28][CH:27]=2)[C:21]1=[O:32].[CH2:33](O)C. (5) Given the product [CH2:16]([C:2]1[CH:7]=[CH:6][C:5]([CH2:8][CH2:9][C:10]([O:12][CH3:13])=[O:11])=[CH:4][CH:3]=1)[CH:15]=[CH2:14], predict the reactants needed to synthesize it. The reactants are: Br[C:2]1[CH:7]=[CH:6][C:5]([CH2:8][CH2:9][C:10]([O:12][CH3:13])=[O:11])=[CH:4][CH:3]=1.[CH2:14]([B-](F)(F)F)[CH:15]=[CH2:16].[K+].C([O-])([O-])=O.[K+].[K+]. (6) Given the product [C:1]([O:4][CH2:5][CH2:6][O:25][C:23]1[CH:22]=[CH:21][C:10]([C:11]([O:13][CH2:14][C:15]2[CH:20]=[CH:19][CH:18]=[CH:17][CH:16]=2)=[O:12])=[C:9]([Cl:8])[CH:24]=1)(=[O:3])[CH3:2], predict the reactants needed to synthesize it. The reactants are: [C:1]([O:4][CH2:5][CH2:6]Br)(=[O:3])[CH3:2].[Cl:8][C:9]1[CH:24]=[C:23]([OH:25])[CH:22]=[CH:21][C:10]=1[C:11]([O:13][CH2:14][C:15]1[CH:20]=[CH:19][CH:18]=[CH:17][CH:16]=1)=[O:12].C(=O)([O-])[O-].[Cs+].[Cs+].[I-].[Na+]. (7) Given the product [Br:20][C:10]1[CH:11]=[C:12]2[C:7](=[CH:8][CH:9]=1)[NH:6][C:5](=[O:21])[C:4]([C:1](=[O:3])[CH:2]=[CH:32][C:29]1[CH:30]=[CH:31][C:23]3[O:22][CH2:27][CH2:26][O:25][C:24]=3[CH:28]=1)=[C:13]2[C:14]1[CH:15]=[CH:16][CH:17]=[CH:18][CH:19]=1, predict the reactants needed to synthesize it. The reactants are: [C:1]([C:4]1[C:5](=[O:21])[NH:6][C:7]2[C:12]([C:13]=1[C:14]1[CH:19]=[CH:18][CH:17]=[CH:16][CH:15]=1)=[CH:11][C:10]([Br:20])=[CH:9][CH:8]=2)(=[O:3])[CH3:2].[O:22]1[CH2:27][CH2:26][O:25][C:24]2[CH:28]=[C:29]([CH:32]=O)[CH:30]=[CH:31][C:23]1=2.[OH-].[Na+]. (8) Given the product [C:1]([O:5][C:6]([N:8]1[CH2:13][CH2:12][N:11]([C:14]2[O:15][C:16]3[C:22]([C:31]4[O:32][CH:33]=[CH:34][N:35]=4)=[CH:21][C:20]([Cl:24])=[CH:19][C:17]=3[N:18]=2)[C@@H:10]([CH3:25])[CH2:9]1)=[O:7])([CH3:4])([CH3:3])[CH3:2], predict the reactants needed to synthesize it. The reactants are: [C:1]([O:5][C:6]([N:8]1[CH2:13][CH2:12][N:11]([C:14]2[O:15][C:16]3[C:22](Br)=[CH:21][C:20]([Cl:24])=[CH:19][C:17]=3[N:18]=2)[C@@H:10]([CH3:25])[CH2:9]1)=[O:7])([CH3:4])([CH3:3])[CH3:2].C([Sn](CCCC)(CCCC)[C:31]1[O:32][CH:33]=[CH:34][N:35]=1)CCC.O.